Dataset: Full USPTO retrosynthesis dataset with 1.9M reactions from patents (1976-2016). Task: Predict the reactants needed to synthesize the given product. (1) Given the product [C:1]1([CH2:7][O:8][C:9]2[CH:14]=[CH:13][C:12]([C:15]3[C:24]([C:25]([F:27])([F:28])[F:26])=[CH:23][C:22]4[C:17](=[CH:18][CH:19]=[CH:20][CH:21]=4)[C:16]=3[O:29][C:31]3[CH:38]=[CH:37][C:34]([CH:35]=[O:36])=[CH:33][CH:32]=3)=[CH:11][CH:10]=2)[CH:6]=[CH:5][CH:4]=[CH:3][CH:2]=1, predict the reactants needed to synthesize it. The reactants are: [C:1]1([CH2:7][O:8][C:9]2[CH:14]=[CH:13][C:12]([C:15]3[C:24]([C:25]([F:28])([F:27])[F:26])=[CH:23][C:22]4[C:17](=[CH:18][CH:19]=[CH:20][CH:21]=4)[C:16]=3[OH:29])=[CH:11][CH:10]=2)[CH:6]=[CH:5][CH:4]=[CH:3][CH:2]=1.F[C:31]1[CH:38]=[CH:37][C:34]([CH:35]=[O:36])=[CH:33][CH:32]=1.C([O-])([O-])=O.[Cs+].[Cs+]. (2) Given the product [CH3:18]/[C:14](/[CH:13]=[CH:12]/[CH:11]=[C:10](\[CH3:19])/[CH2:9][CH2:8]/[CH:7]=[C:6](\[CH3:20])/[CH2:5][CH2:8][CH:7]=[C:6]([CH3:20])[CH3:5])=[CH:15]\[C:16]([O:1][CH2:2][CH3:3])=[O:17], predict the reactants needed to synthesize it. The reactants are: [O-:1][CH2:2][CH3:3].[Na+].[CH3:5][C:6]([CH3:20])=[CH:7][CH2:8][CH2:9]/[C:10](/[CH3:19])=[CH:11]/[CH2:12][CH2:13]/[C:14](/[CH3:18])=[CH:15]/[CH:16]=[O:17].[Cl-].[NH4+]. (3) Given the product [Br:1][C:2]1[NH:3][C:4]([C:9]([O:11][CH3:12])=[O:10])=[C:5]([CH:7]=[O:8])[N:6]=1, predict the reactants needed to synthesize it. The reactants are: [Br:1][C:2]1[N:3](CC2C=CC(OC)=CC=2)[C:4]([C:9]([O:11][CH3:12])=[O:10])=[C:5]([CH:7]=[O:8])[N:6]=1.